This data is from Full USPTO retrosynthesis dataset with 1.9M reactions from patents (1976-2016). The task is: Predict the reactants needed to synthesize the given product. (1) Given the product [C:1]([O:5][C:6]([N:8]1[CH2:12][CH2:11][CH2:10][C:9]1=[O:31])=[O:7])([CH3:4])([CH3:2])[CH3:3], predict the reactants needed to synthesize it. The reactants are: [C:1]([O:5][C:6]([N:8]1[C@H:12](CC2C=CC(C3C=CC=CC=3)=CC=2)[CH2:11][CH:10](C(OC)OC)[C:9]1=[O:31])=[O:7])([CH3:4])([CH3:3])[CH3:2].O. (2) Given the product [Cl:14][C:15]1[C:19]([NH:20][C:21](=[O:23])[CH3:22])=[CH:18][N:17]([C:8]2[CH:9]=[N:10][CH:11]=[CH:12][CH:13]=2)[N:16]=1, predict the reactants needed to synthesize it. The reactants are: CNCCNC.Br[C:8]1[CH:9]=[N:10][CH:11]=[CH:12][CH:13]=1.[Cl:14][C:15]1[C:19]([NH:20][C:21](=[O:23])[CH3:22])=[CH:18][NH:17][N:16]=1.C(=O)([O-])[O-].[K+].[K+]. (3) Given the product [Br:1][C:2]1[CH:7]=[CH:6][C:5]([C@@H:8]2[CH2:10][C@H:9]2[CH:11]=[CH2:12])=[CH:4][CH:3]=1, predict the reactants needed to synthesize it. The reactants are: [Br:1][C:2]1[CH:7]=[CH:6][C:5]([C@H:8]2[CH2:10][C@@H:9]2[CH:11]=[CH2:12])=[CH:4][CH:3]=1. (4) Given the product [O:13]1[CH2:9][CH:10]([CH2:14][O:15][C:6]2[S:5][N:4]=[C:3]([S:2][CH3:1])[N:7]=2)[O:11][CH2:12]1, predict the reactants needed to synthesize it. The reactants are: [CH3:1][S:2][C:3]1[N:7]=[C:6](Cl)[S:5][N:4]=1.[CH2:9]1[O:13][CH2:12][O:11][CH:10]1[CH2:14][OH:15].[H-].[Na+].[Cl-].[Na+].